Dataset: Reaction yield outcomes from USPTO patents with 853,638 reactions. Task: Predict the reaction yield, written as a fraction of the theoretical maximum amount of product (1.0 means a 100% yield; for example, 0.34 means a 34% yield). (1) The reactants are [I:1][C:2]1[CH:10]=[CH:9][CH:8]=[C:7]([CH3:11])[C:3]=1[C:4]([OH:6])=[O:5].[CH3:12][Si](C=[N+]=[N-])(C)C. The catalyst is C(Cl)Cl.CO. The product is [I:1][C:2]1[CH:10]=[CH:9][CH:8]=[C:7]([CH3:11])[C:3]=1[C:4]([O:6][CH3:12])=[O:5]. The yield is 0.760. (2) The reactants are [NH2:1][C:2]1[CH:6]=[C:5]([C:7]2[CH:12]=[CH:11][CH:10]=[CH:9][CH:8]=2)[S:4][CH:3]=1.C(=O)([O-])[O-].[K+].[K+].Br[CH2:20][C:21]([O:23][CH3:24])=[O:22].O. The catalyst is CN(C=O)C. The product is [C:7]1([C:5]2[S:4][CH:3]=[C:2]([NH:1][CH2:20][C:21]([O:23][CH3:24])=[O:22])[CH:6]=2)[CH:12]=[CH:11][CH:10]=[CH:9][CH:8]=1. The yield is 0.820. (3) The reactants are [CH:1](=O)[C:2]1[CH:7]=[CH:6][CH:5]=[CH:4][CH:3]=1.[N:9]1[C:18]2[CH2:17][CH2:16][CH2:15][CH2:14][C:13]=2[CH:12]=[CH:11][CH:10]=1. The catalyst is C(OC(=O)C)(=O)C. The product is [CH:1](=[C:17]1[C:18]2[N:9]=[CH:10][CH:11]=[CH:12][C:13]=2[CH2:14][CH2:15][CH2:16]1)[C:2]1[CH:7]=[CH:6][CH:5]=[CH:4][CH:3]=1. The yield is 0.580. (4) The reactants are [CH3:1][O:2][C:3]1[CH:4]=[C:5]([NH:11][CH:12]=[C:13]2[C:18](=[O:19])OC(C)(C)OC2=O)[CH:6]=[CH:7][C:8]=1[O:9][CH3:10].O(C1C=CC=CC=1)C1C=CC=CC=1. The catalyst is CCCCCC. The product is [CH3:10][O:9][C:8]1[CH:7]=[C:6]2[C:5](=[CH:4][C:3]=1[O:2][CH3:1])[N:11]=[CH:12][CH:13]=[C:18]2[OH:19]. The yield is 0.950. (5) The catalyst is C(Cl)Cl. The yield is 0.440. The product is [NH2:47][CH2:46][CH2:45][O:44][C:43]([NH:42][CH2:41][C:39]1[CH:38]=[N:37][N:36]([CH2:35][C@@H:27]2[C@H:26]([NH:25][C:23](=[O:24])/[C:22](=[N:21]\[O:20][C:17]3([C:15]([OH:16])=[O:14])[CH2:18][CH2:19]3)/[C:56]3[N:57]=[C:58]([NH2:61])[S:59][CH:60]=3)[C:29](=[O:30])[N:28]2[S:31]([OH:34])(=[O:32])=[O:33])[N:40]=1)=[O:55]. The reactants are C([O:14][C:15]([C:17]1([O:20]/[N:21]=[C:22](/[C:56]2[N:57]=[C:58]([NH:61]C(OC(C)(C)C)=O)[S:59][CH:60]=2)\[C:23]([NH:25][C@@H:26]2[C:29](=[O:30])[N:28]([S:31]([OH:34])(=[O:33])=[O:32])[C@@H:27]2[CH2:35][N:36]2[N:40]=[C:39]([CH2:41][NH:42][C:43](=[O:55])[O:44][CH2:45][CH2:46][NH:47]C(=O)OC(C)(C)C)[CH:38]=[N:37]2)=[O:24])[CH2:19][CH2:18]1)=[O:16])(C1C=CC=CC=1)C1C=CC=CC=1.C(O)(C(F)(F)F)=O. (6) The reactants are [Cl:1][C:2]1[CH:3]=[C:4]([CH:36]=[CH:37][CH:38]=1)[O:5][C:6]1[N:7]=[C:8]([CH2:32][CH:33]([CH3:35])[CH3:34])[C:9]2[N:14]=[C:13]([C:15]3[CH:29]=[C:28]([CH3:30])[C:18]([O:19][CH2:20][C:21]([O:23]C(C)(C)C)=[O:22])=[C:17]([CH3:31])[CH:16]=3)[O:12][C:10]=2[N:11]=1.FC(F)(F)C(O)=O. No catalyst specified. The product is [Cl:1][C:2]1[CH:3]=[C:4]([CH:36]=[CH:37][CH:38]=1)[O:5][C:6]1[N:7]=[C:8]([CH2:32][CH:33]([CH3:34])[CH3:35])[C:9]2[N:14]=[C:13]([C:15]3[CH:16]=[C:17]([CH3:31])[C:18]([O:19][CH2:20][C:21]([OH:23])=[O:22])=[C:28]([CH3:30])[CH:29]=3)[O:12][C:10]=2[N:11]=1. The yield is 0.450.